Dataset: HIV replication inhibition screening data with 41,000+ compounds from the AIDS Antiviral Screen. Task: Binary Classification. Given a drug SMILES string, predict its activity (active/inactive) in a high-throughput screening assay against a specified biological target. (1) The result is 0 (inactive). The drug is COC(=O)c1ccccc1C=C1Cc2ccc3c(c2C1=O)CCCC3. (2) The compound is Cc1sc2c(c1C)C(=NO)c1cccn1-2. The result is 0 (inactive). (3) The drug is COc1ccc2[nH]c(Br)c(CCNC(C)=O)c2c1. The result is 0 (inactive).